This data is from Full USPTO retrosynthesis dataset with 1.9M reactions from patents (1976-2016). The task is: Predict the reactants needed to synthesize the given product. (1) Given the product [CH3:22][C:23]1[CH:28]=[C:27]([O:29][C:30]([F:31])([F:32])[F:33])[CH:26]=[CH:25][C:24]=1[C:34]1[CH:39]=[CH:38][N:37]([C:2]2[CH:7]=[CH:6][C:5]3[C:8]4[CH2:9][N:10]([C:15]([O:17][C:18]([CH3:21])([CH3:20])[CH3:19])=[O:16])[CH2:11][CH2:12][C:13]=4[O:14][C:4]=3[CH:3]=2)[C:36](=[O:40])[CH:35]=1, predict the reactants needed to synthesize it. The reactants are: Br[C:2]1[CH:7]=[CH:6][C:5]2[C:8]3[CH2:9][N:10]([C:15]([O:17][C:18]([CH3:21])([CH3:20])[CH3:19])=[O:16])[CH2:11][CH2:12][C:13]=3[O:14][C:4]=2[CH:3]=1.[CH3:22][C:23]1[CH:28]=[C:27]([O:29][C:30]([F:33])([F:32])[F:31])[CH:26]=[CH:25][C:24]=1[C:34]1[CH:39]=[CH:38][NH:37][C:36](=[O:40])[CH:35]=1. (2) Given the product [CH3:17][O:18][C:19](=[O:38])[CH2:20][C:21]1[CH:30]=[C:29]([CH:31]2[CH2:36][CH2:35][N:34]([S:49]([C:45]3[CH:46]=[CH:47][CH:48]=[C:43]([S:40]([CH3:39])(=[O:42])=[O:41])[CH:44]=3)(=[O:51])=[O:50])[CH2:33][CH2:32]2)[C:28]2[C:23](=[CH:24][CH:25]=[C:26]([F:37])[CH:27]=2)[CH:22]=1, predict the reactants needed to synthesize it. The reactants are: C(N(C(C)C)CC)(C)C.FC(F)(F)C(O)=O.[CH3:17][O:18][C:19](=[O:38])[CH2:20][C:21]1[CH:30]=[C:29]([CH:31]2[CH2:36][CH2:35][NH:34][CH2:33][CH2:32]2)[C:28]2[C:23](=[CH:24][CH:25]=[C:26]([F:37])[CH:27]=2)[CH:22]=1.[CH3:39][S:40]([C:43]1[CH:44]=[C:45]([S:49](Cl)(=[O:51])=[O:50])[CH:46]=[CH:47][CH:48]=1)(=[O:42])=[O:41]. (3) Given the product [NH:16]1[CH2:17][CH2:18][CH2:19][C@H:14]([C:12]([NH:11][CH2:10][CH2:9][NH:8][C:6](=[O:7])[O:5][C:2]([CH3:3])([CH3:1])[CH3:4])=[O:13])[CH2:15]1, predict the reactants needed to synthesize it. The reactants are: [CH3:1][C:2]([O:5][C:6]([NH:8][CH2:9][CH2:10][NH:11][C:12]([C@H:14]1[CH2:19][CH2:18][CH2:17][N:16](C(OCC2C=CC=CC=2)=O)[CH2:15]1)=[O:13])=[O:7])([CH3:4])[CH3:3]. (4) Given the product [CH:11]1([O:16][C:17]2[C:23]([O:24][CH3:25])=[CH:22][CH:21]=[CH:20][C:18]=2[NH:19][CH:26]=[C:6]2[C:7](=[O:8])[O:9][C:2]([CH3:10])([CH3:1])[O:3][C:4]2=[O:5])[CH2:12][CH2:13][CH2:14][CH2:15]1, predict the reactants needed to synthesize it. The reactants are: [CH3:1][C:2]1([CH3:10])[O:9][C:7](=[O:8])[CH2:6][C:4](=[O:5])[O:3]1.[CH:11]1([O:16][C:17]2[C:23]([O:24][CH3:25])=[CH:22][CH:21]=[CH:20][C:18]=2[NH2:19])[CH2:15][CH2:14][CH2:13][CH2:12]1.[CH:26](OC)(OC)OC.